Dataset: Full USPTO retrosynthesis dataset with 1.9M reactions from patents (1976-2016). Task: Predict the reactants needed to synthesize the given product. (1) Given the product [CH3:32][O:33][C:34]1[CH:39]=[CH:38][C:37]([C:12]2[N:13]([C:18]3[CH:19]=[CH:20][CH:21]=[CH:22][CH:23]=3)[N:14]=[C:15]3[C:11]=2[CH2:10][CH2:9][NH:8][CH2:17][CH2:16]3)=[CH:36][CH:35]=1, predict the reactants needed to synthesize it. The reactants are: C(OC([N:8]1[CH2:17][CH2:16][C:15]2[C:11](=[C:12](OS(C(F)(F)F)(=O)=O)[N:13]([C:18]3[CH:23]=[CH:22][CH:21]=[CH:20][CH:19]=3)[N:14]=2)[CH2:10][CH2:9]1)=O)(C)(C)C.[CH3:32][O:33][C:34]1[CH:39]=[CH:38][C:37](B(O)O)=[CH:36][CH:35]=1. (2) Given the product [F:29][C:27]1[CH:28]=[C:20]2[C:21]([C:22](=[O:24])[NH:18][C:14]([C:12]3[O:13][C:9]([N+:6]([O-:8])=[O:7])=[CH:10][CH:11]=3)=[N:19]2)=[CH:25][CH:26]=1, predict the reactants needed to synthesize it. The reactants are: [O-]CC.[Na+].Cl.[N+:6]([C:9]1[O:13][C:12]([C:14](=[NH:18])OCC)=[CH:11][CH:10]=1)([O-:8])=[O:7].[NH2:19][C:20]1[CH:28]=[C:27]([F:29])[CH:26]=[CH:25][C:21]=1[C:22]([OH:24])=O.